From a dataset of Forward reaction prediction with 1.9M reactions from USPTO patents (1976-2016). Predict the product of the given reaction. (1) Given the reactants [Si:1]([O:8][C:9]1[C:17]2[N:16]=[C:15]([CH:18]([F:20])[F:19])[N:14]([C:21]3[N:26]=[C:25]([Cl:27])[CH:24]=[C:23](Cl)[N:22]=3)[C:13]=2[CH:12]=[CH:11][CH:10]=1)([C:4]([CH3:7])([CH3:6])[CH3:5])([CH3:3])[CH3:2].[NH:29]1[CH2:33][CH2:32][CH2:31][CH:30]1[CH2:34][OH:35].C(=O)([O-])[O-].[K+].[K+].O, predict the reaction product. The product is: [Si:1]([O:8][C:9]1[C:17]2[N:16]=[C:15]([CH:18]([F:19])[F:20])[N:14]([C:21]3[N:22]=[C:23]([N:29]4[CH2:33][CH2:32][CH2:31][CH:30]4[CH2:34][OH:35])[CH:24]=[C:25]([Cl:27])[N:26]=3)[C:13]=2[CH:12]=[CH:11][CH:10]=1)([C:4]([CH3:5])([CH3:6])[CH3:7])([CH3:3])[CH3:2]. (2) Given the reactants [N:1]([CH2:4][C:5]1[N:14]=[C:13]([N:15]2[CH2:19][CH2:18][CH2:17][CH2:16]2)[C:12]2[C:7](=[CH:8][CH:9]=[CH:10][CH:11]=2)[N:6]=1)=[N+]=[N-].[H][H], predict the reaction product. The product is: [N:15]1([C:13]2[C:12]3[C:7](=[CH:8][CH:9]=[CH:10][CH:11]=3)[N:6]=[C:5]([CH2:4][NH2:1])[N:14]=2)[CH2:16][CH2:17][CH2:18][CH2:19]1. (3) Given the reactants [NH:1]([CH2:8][C:9]([NH:11][C:12]1[CH:17]=[CH:16][C:15]([C:18]2[CH:23]=[CH:22][N:21]=[CH:20][CH:19]=2)=[CH:14][CH:13]=1)=[O:10])[C:2]1[CH:7]=[CH:6][CH:5]=[CH:4][CH:3]=1.C(N(CC)CC)C.[C:31](Cl)(=[O:33])[CH3:32].O, predict the reaction product. The product is: [C:31]([N:1]([C:2]1[CH:7]=[CH:6][CH:5]=[CH:4][CH:3]=1)[CH2:8][C:9]([NH:11][C:12]1[CH:17]=[CH:16][C:15]([C:18]2[CH:19]=[CH:20][N:21]=[CH:22][CH:23]=2)=[CH:14][CH:13]=1)=[O:10])(=[O:33])[CH3:32]. (4) Given the reactants [NH:1]1[C:5]([CH2:6][C:7]2[CH:8]=[C:9]([OH:17])[CH:10]=[C:11]([C:13]([F:16])([F:15])[F:14])[CH:12]=2)=[N:4][N:3]=[N:2]1.[Cl:18][C:19]1[CH:24]=[C:23]([S:25]([CH3:28])(=[O:27])=[O:26])[CH:22]=[CH:21][C:20]=1F, predict the reaction product. The product is: [Cl:18][C:19]1[CH:24]=[C:23]([S:25]([CH3:28])(=[O:27])=[O:26])[CH:22]=[CH:21][C:20]=1[O:17][C:9]1[CH:8]=[C:7]([CH:12]=[C:11]([C:13]([F:15])([F:16])[F:14])[CH:10]=1)[CH2:6][C:5]1[NH:1][N:2]=[N:3][N:4]=1. (5) The product is: [C:13]([C@@:10]1([CH:15]2[CH2:17][CH2:16]2)[CH2:11][CH2:12][N:8]([C:6]2[CH:5]=[CH:4][N:3]=[C:2]([NH:1][C:20]3[N:25]=[CH:24][C:23]([C:26]4([C:29]([NH:31][CH:32]5[CH2:35][O:34][CH2:33]5)=[O:30])[CH2:28][CH2:27]4)=[CH:22][CH:21]=3)[CH:7]=2)[C:9]1=[O:18])#[N:14]. Given the reactants [NH2:1][C:2]1[CH:7]=[C:6]([N:8]2[CH2:12][CH2:11][C@:10]([CH:15]3[CH2:17][CH2:16]3)([C:13]#[N:14])[C:9]2=[O:18])[CH:5]=[CH:4][N:3]=1.Cl[C:20]1[N:25]=[CH:24][C:23]([C:26]2([C:29]([NH:31][CH:32]3[CH2:35][O:34][CH2:33]3)=[O:30])[CH2:28][CH2:27]2)=[CH:22][CH:21]=1.C(=O)([O-])[O-].[K+].[K+].C1(P(C2CCCCC2)C2C(OC)=CC=C(OC)C=2C2C(C(C)C)=CC(C(C)C)=CC=2C(C)C)CCCCC1.C(=O)([O-])O.[Na+], predict the reaction product. (6) Given the reactants [CH3:1][C:2]1[CH:10]=[CH:9][CH:8]=[C:7]([N+:11]([O-:13])=[O:12])[C:3]=1[C:4]([OH:6])=[O:5].CI.[C:16](=O)([O-])[O-].[K+].[K+], predict the reaction product. The product is: [CH3:1][C:2]1[CH:10]=[CH:9][CH:8]=[C:7]([N+:11]([O-:13])=[O:12])[C:3]=1[C:4]([O:6][CH3:16])=[O:5]. (7) Given the reactants [CH3:1][O:2][C:3]1[CH:4]=[C:5]([CH2:28][CH2:29][C:30]([O:32][CH2:33][CH3:34])=[O:31])[CH:6]=[CH:7][C:8]=1[O:9][C:10]1[CH:15]=[CH:14][C:13]([NH:16][CH2:17][C:18]2[CH:23]=[CH:22][C:21]([C:24]([F:27])([F:26])[F:25])=[CH:20][CH:19]=2)=[CH:12][N:11]=1.C=O.[C:37](O)(=O)C.C([BH3-])#N.[Na+], predict the reaction product. The product is: [CH3:1][O:2][C:3]1[CH:4]=[C:5]([CH2:28][CH2:29][C:30]([O:32][CH2:33][CH3:34])=[O:31])[CH:6]=[CH:7][C:8]=1[O:9][C:10]1[CH:15]=[CH:14][C:13]([N:16]([CH3:37])[CH2:17][C:18]2[CH:23]=[CH:22][C:21]([C:24]([F:25])([F:26])[F:27])=[CH:20][CH:19]=2)=[CH:12][N:11]=1. (8) Given the reactants [C:1]([O:5][C:6]([N:8]1[CH2:13][CH2:12][N:11]([C:14]2[CH:23]=[C:22]3[C:17]([CH:18]=[C:19]([C:24]([O:26][CH2:27][CH3:28])=[O:25])[N:20]=[CH:21]3)=[CH:16][CH:15]=2)[CH2:10][CH2:9]1)=[O:7])([CH3:4])([CH3:3])[CH3:2].C1C(=O)N([Br:36])C(=O)C1.[O-]S([O-])=O.[Na+].[Na+], predict the reaction product. The product is: [Br:36][C:23]1[C:14]([N:11]2[CH2:12][CH2:13][N:8]([C:6]([O:5][C:1]([CH3:4])([CH3:3])[CH3:2])=[O:7])[CH2:9][CH2:10]2)=[CH:15][CH:16]=[C:17]2[C:22]=1[CH:21]=[N:20][C:19]([C:24]([O:26][CH2:27][CH3:28])=[O:25])=[CH:18]2. (9) Given the reactants Cl.C[O:3][C:4](=[O:16])[C@H:5]([CH2:7][C:8]1[CH:13]=[CH:12][C:11]([F:14])=[C:10]([Br:15])[CH:9]=1)[NH2:6].[N:17]1[S:21][N:20]=[C:19]2[C:22]([S:26]([NH:29][C:30]3[CH:38]=[C:37]([Cl:39])[C:36]([Cl:40])=[CH:35][C:31]=3[C:32](O)=[O:33])(=[O:28])=[O:27])=[CH:23][CH:24]=[CH:25][C:18]=12, predict the reaction product. The product is: [N:17]1[S:21][N:20]=[C:19]2[C:22]([S:26]([NH:29][C:30]3[CH:38]=[C:37]([Cl:39])[C:36]([Cl:40])=[CH:35][C:31]=3[C:32]([NH:6][C@@H:5]([CH2:7][C:8]3[CH:13]=[CH:12][C:11]([F:14])=[C:10]([Br:15])[CH:9]=3)[C:4]([OH:3])=[O:16])=[O:33])(=[O:28])=[O:27])=[CH:23][CH:24]=[CH:25][C:18]=12. (10) Given the reactants Br[C:2]1[CH:3]=[CH:4][C:5]2[N:6]([CH3:15])[C:7]3[C:12]([C:13]=2[CH:14]=1)=[CH:11][CH:10]=[CH:9][CH:8]=3.[Li]CCCC.CN([CH:24]=[O:25])C, predict the reaction product. The product is: [CH3:15][N:6]1[C:5]2[CH:4]=[CH:3][C:2]([CH:24]=[O:25])=[CH:14][C:13]=2[C:12]2[C:7]1=[CH:8][CH:9]=[CH:10][CH:11]=2.